From a dataset of Reaction yield outcomes from USPTO patents with 853,638 reactions. Predict the reaction yield, written as a fraction of the theoretical maximum amount of product (1.0 means a 100% yield; for example, 0.34 means a 34% yield). (1) The reactants are Cl.Cl.[CH3:3][O:4][C:5]1[N:10]=[CH:9][C:8]([N:11]2[CH2:26][CH2:25][C:14]3[N:15]=[CH:16][N:17]=[C:18]([O:19][C@H:20]4[CH2:24][CH2:23][NH:22][CH2:21]4)[C:13]=3[CH2:12]2)=[CH:7][C:6]=1[C:27]([F:30])([F:29])[F:28].Br[C:32]1[N:37]=[CH:36][CH:35]=[CH:34][N:33]=1.C(N(CC)C(C)C)(C)C. No catalyst specified. The product is [CH3:3][O:4][C:5]1[N:10]=[CH:9][C:8]([N:11]2[CH2:26][CH2:25][C:14]3[N:15]=[CH:16][N:17]=[C:18]([O:19][C@H:20]4[CH2:24][CH2:23][N:22]([C:32]5[N:37]=[CH:36][CH:35]=[CH:34][N:33]=5)[CH2:21]4)[C:13]=3[CH2:12]2)=[CH:7][C:6]=1[C:27]([F:30])([F:28])[F:29]. The yield is 0.210. (2) The catalyst is C(Cl)Cl. The reactants are [C:1](=[O:18])(SCC)[O:2][O:3][CH:4]([O:8][C:9](=[O:14])[C:10]([CH3:13])([CH3:12])[CH3:11])[CH:5]([CH3:7])[CH3:6].S(Cl)([Cl:22])(=O)=O. The yield is 1.00. The product is [Cl:22][C:1]([O:2][O:3][CH:4]([O:8][C:9](=[O:14])[C:10]([CH3:13])([CH3:12])[CH3:11])[CH:5]([CH3:7])[CH3:6])=[O:18]. (3) The reactants are [CH3:1][O:2][CH2:3][CH2:4][O:5][C:6]1[CH:11]=[CH:10][C:9]([N+:12]([O-])=O)=[CH:8][CH:7]=1. The catalyst is [Pd].CO. The product is [CH3:1][O:2][CH2:3][CH2:4][O:5][C:6]1[CH:11]=[CH:10][C:9]([NH2:12])=[CH:8][CH:7]=1. The yield is 0.930.